From a dataset of M1 muscarinic receptor antagonist screen with 61,756 compounds. Binary Classification. Given a drug SMILES string, predict its activity (active/inactive) in a high-throughput screening assay against a specified biological target. The molecule is o1nc(NC(=O)c2c(=O)n3c(nc2)cccc3)cc1C. The result is 0 (inactive).